From a dataset of Forward reaction prediction with 1.9M reactions from USPTO patents (1976-2016). Predict the product of the given reaction. (1) Given the reactants O1CCCC1.C(O)C.C([O:11][C:12]([C:14]1[S:18][C:17](=[N:19][C:20](=[O:31])[C:21]2[CH:26]=[CH:25][CH:24]=[C:23]([C:27]([F:30])([F:29])[F:28])[CH:22]=2)[N:16]([CH2:32][CH:33]2[CH2:35][CH2:34]2)[C:15]=1[CH3:36])=[O:13])C.[OH-].[Na+].Cl, predict the reaction product. The product is: [C:12]([C:14]1[S:18][C:17](=[N:19][C:20](=[O:31])[C:21]2[CH:26]=[CH:25][CH:24]=[C:23]([C:27]([F:29])([F:30])[F:28])[CH:22]=2)[N:16]([CH2:32][CH:33]2[CH2:34][CH2:35]2)[C:15]=1[CH3:36])([OH:13])=[O:11]. (2) Given the reactants [N+:1]([C:4]1[CH:5]=[C:6]2[C:10](=[CH:11][CH:12]=1)[CH2:9][NH:8][CH2:7]2)([O-:3])=[O:2].Br[CH2:14][C:15]#[CH:16].C([O-])([O-])=O.[K+].[K+], predict the reaction product. The product is: [N+:1]([C:4]1[CH:5]=[C:6]2[C:10](=[CH:11][CH:12]=1)[CH2:9][N:8]([CH2:16][C:15]#[CH:14])[CH2:7]2)([O-:3])=[O:2]. (3) Given the reactants C([O:3][C:4]([C:6]1[S:7][C:8]([CH:11]([S:15][C:16]2[CH:21]=[C:20]([CH3:22])[C:19]([C:23]3[CH:28]=[CH:27][C:26]([C:29]([F:32])([F:31])[F:30])=[CH:25][CH:24]=3)=[C:18]([CH3:33])[CH:17]=2)[CH:12]([CH3:14])[CH3:13])=[CH:9][CH:10]=1)=[O:5])C.[OH-].[Li+].Cl, predict the reaction product. The product is: [CH3:33][C:18]1[CH:17]=[C:16]([S:15][CH:11]([C:8]2[S:7][C:6]([C:4]([OH:5])=[O:3])=[CH:10][CH:9]=2)[CH:12]([CH3:14])[CH3:13])[CH:21]=[C:20]([CH3:22])[C:19]=1[C:23]1[CH:24]=[CH:25][C:26]([C:29]([F:32])([F:30])[F:31])=[CH:27][CH:28]=1. (4) Given the reactants C([O:4][C:5]1[CH:6]=[C:7]2[C:12](=[CH:13][CH:14]=1)[C:11](=[O:15])[C:10]([CH3:17])([CH3:16])[CH2:9][CH2:8]2)C=C.O.C(OCC)(=O)C.CN(C)[C:27]1[CH:32]=CC=C[CH:28]=1, predict the reaction product. The product is: [CH2:32]([C:6]1[C:5]([OH:4])=[CH:14][CH:13]=[C:12]2[C:7]=1[CH2:8][CH2:9][C:10]([CH3:16])([CH3:17])[C:11]2=[O:15])[CH:27]=[CH2:28]. (5) The product is: [C:1]([Si:5]([CH3:24])([CH3:23])[O:6][C:7]1[C:8]([F:22])=[C:9]([OH:31])[CH:10]=[C:11]([C:13]([CH3:21])([CH3:20])[O:14][SiH2:15][C:16]([CH3:19])([CH3:18])[CH3:17])[CH:12]=1)([CH3:4])([CH3:3])[CH3:2]. Given the reactants [C:1]([Si:5]([CH3:24])([CH3:23])[O:6][C:7]1[CH:12]=[C:11]([C:13]([CH3:21])([CH3:20])[O:14][SiH2:15][C:16]([CH3:19])([CH3:18])[CH3:17])[CH:10]=[CH:9][C:8]=1[F:22])([CH3:4])([CH3:3])[CH3:2].[Li]C(CC)C.B(OC)(OC)[O:31]C.C(O)(=O)C.OO.O, predict the reaction product. (6) Given the reactants [CH:1]([C:4]1[C:8]([CH2:9][CH2:10][CH2:11][CH2:12][OH:13])=[CH:7][N:6]([C:14]2[CH:19]=[CH:18][C:17]([C:20]([F:23])([F:22])[F:21])=[CH:16][N:15]=2)[N:5]=1)([CH3:3])[CH3:2].O[C:25]1[C:29]([CH2:30][C:31]([O:33]C)=[O:32])=[CH:28][N:27]([C:35]2[CH:40]=[CH:39][CH:38]=[CH:37][CH:36]=2)[N:26]=1.C(P(CCCC)CCCC)CCC.N(C(N1CCCCC1)=O)=NC(N1CCCCC1)=O, predict the reaction product. The product is: [CH:1]([C:4]1[C:8]([CH2:9][CH2:10][CH2:11][CH2:12][O:13][C:25]2[C:29]([CH2:30][C:31]([OH:33])=[O:32])=[CH:28][N:27]([C:35]3[CH:40]=[CH:39][CH:38]=[CH:37][CH:36]=3)[N:26]=2)=[CH:7][N:6]([C:14]2[CH:19]=[CH:18][C:17]([C:20]([F:22])([F:21])[F:23])=[CH:16][N:15]=2)[N:5]=1)([CH3:3])[CH3:2].